This data is from Full USPTO retrosynthesis dataset with 1.9M reactions from patents (1976-2016). The task is: Predict the reactants needed to synthesize the given product. The reactants are: [CH2:1]([C:3]1[C:11]2[C:6](=[CH:7][CH:8]=[C:9](/[CH:12]=[C:13](/[C:16](=O)[CH3:17])\[C:14]#[N:15])[CH:10]=2)[NH:5][N:4]=1)[CH3:2].[NH2:19][C:20]([C:24]([F:27])([F:26])[F:25])=[CH:21][C:22]#[N:23]. Given the product [CH2:1]([C:3]1[C:11]2[C:6](=[CH:7][CH:8]=[C:9]([CH:12]3[C:21]([C:22]#[N:23])=[C:20]([C:24]([F:27])([F:26])[F:25])[NH:19][C:16]([CH3:17])=[C:13]3[C:14]#[N:15])[CH:10]=2)[NH:5][N:4]=1)[CH3:2], predict the reactants needed to synthesize it.